From a dataset of Reaction yield outcomes from USPTO patents with 853,638 reactions. Predict the reaction yield, written as a fraction of the theoretical maximum amount of product (1.0 means a 100% yield; for example, 0.34 means a 34% yield). (1) The reactants are [N+:1]([C:4]1[CH:11]=[C:8]([C:9]#[N:10])[C:7]([NH2:12])=[CH:6][CH:5]=1)([O-:3])=[O:2].CO[CH:15](OC)[N:16]([CH3:18])[CH3:17]. The catalyst is O1CCOCC1. The product is [C:9]([C:8]1[CH:11]=[C:4]([N+:1]([O-:3])=[O:2])[CH:5]=[CH:6][C:7]=1/[N:12]=[CH:15]/[N:16]([CH3:18])[CH3:17])#[N:10]. The yield is 0.970. (2) The reactants are [CH3:1][O:2][C:3]1[CH:4]=[C:5]([C:13]2[C:21]3[C:16](=[CH:17][CH:18]=[C:19]([CH:22]=O)[CH:20]=3)[NH:15][N:14]=2)[CH:6]=[C:7]([O:11][CH3:12])[C:8]=1[O:9][CH3:10].[C:24]([CH2:26][C:27]([NH:29][C:30]([CH3:34])([CH3:33])[CH2:31][OH:32])=[O:28])#[N:25].C1CCN2C(=NCCC2)CC1. The catalyst is C1COCC1. The product is [C:24]([C:26](=[CH:22][C:19]1[CH:20]=[C:21]2[C:16](=[CH:17][CH:18]=1)[NH:15][N:14]=[C:13]2[C:5]1[CH:6]=[C:7]([O:11][CH3:12])[C:8]([O:9][CH3:10])=[C:3]([O:2][CH3:1])[CH:4]=1)[C:27]([NH:29][C:30]([CH3:34])([CH3:33])[CH2:31][OH:32])=[O:28])#[N:25]. The yield is 0.610. (3) The reactants are C(O)(=O)C(O)=O.[CH2:7]1[C:10]2([CH2:13][NH:12][CH2:11]2)[CH2:9][O:8]1.[CH2:7]1[C:10]2([CH2:13][NH:12][CH2:11]2)[CH2:9][O:8]1.Br[C:22]1[CH:27]=[CH:26][CH:25]=[C:24]([N+:28]([O-:30])=[O:29])[CH:23]=1.C([O-])([O-])=O.[Cs+].[Cs+].CC(C1C=C(C(C)C)C(C2C=CC=CC=2P(C2CCCCC2)C2CCCCC2)=C(C(C)C)C=1)C. The catalyst is O1CCOCC1.C1C=CC(/C=C/C(/C=C/C2C=CC=CC=2)=O)=CC=1.C1C=CC(/C=C/C(/C=C/C2C=CC=CC=2)=O)=CC=1.[Pd]. The product is [N+:28]([C:24]1[CH:23]=[C:22]([N:12]2[CH2:13][C:10]3([CH2:9][O:8][CH2:7]3)[CH2:11]2)[CH:27]=[CH:26][CH:25]=1)([O-:30])=[O:29]. The yield is 0.770. (4) The reactants are [Cl:1][C:2]1[C:3]2[CH:14]=[CH:13][C:12](=[O:15])[N:11]([C:16]3[C:21]([F:22])=[CH:20][CH:19]=[CH:18][C:17]=3[F:23])[C:4]=2[N:5]=[C:6](S(C)=O)[N:7]=1.[CH2:24]([N:26]([CH2:31][CH3:32])[CH2:27][CH2:28][CH2:29][NH2:30])[CH3:25].C(N(CC)CC)C. The catalyst is ClCCl. The product is [Cl:1][C:2]1[C:3]2[CH:14]=[CH:13][C:12](=[O:15])[N:11]([C:16]3[C:21]([F:22])=[CH:20][CH:19]=[CH:18][C:17]=3[F:23])[C:4]=2[N:5]=[C:6]([NH:30][CH2:29][CH2:28][CH2:27][N:26]([CH2:31][CH3:32])[CH2:24][CH3:25])[N:7]=1. The yield is 0.600. (5) The reactants are [CH3:1][O:2][C:3](=[O:30])[C:4]1[CH:9]=[CH:8][C:7]([O:10][C:11]2[CH:16]=[CH:15][C:14]([Br:17])=[CH:13][C:12]=2/[CH:18]=[C:19]2\[C:20](=[O:29])[NH:21][C:22]3[C:27]\2=[CH:26][CH:25]=[C:24]([Cl:28])[CH:23]=3)=[CH:6][CH:5]=1.[C:31]([O:35][C:36](O[C:36]([O:35][C:31]([CH3:34])([CH3:33])[CH3:32])=[O:37])=[O:37])([CH3:34])([CH3:33])[CH3:32]. The catalyst is CN(C)C1C=CN=CC=1. The product is [C:31]([O:35][C:36]([N:21]1[C:22]2[C:27](=[CH:26][CH:25]=[C:24]([Cl:28])[CH:23]=2)/[C:19](=[CH:18]/[C:12]2[CH:13]=[C:14]([Br:17])[CH:15]=[CH:16][C:11]=2[O:10][C:7]2[CH:8]=[CH:9][C:4]([C:3]([O:2][CH3:1])=[O:30])=[CH:5][CH:6]=2)/[C:20]1=[O:29])=[O:37])([CH3:34])([CH3:33])[CH3:32]. The yield is 0.880. (6) The reactants are [F:1][C:2]1[CH:3]=[C:4]([C:9]2[N:14]=[CH:13][CH:12]=[CH:11][N:10]=2)[CH:5]=[C:6]([F:8])[CH:7]=1.[N+:15]([O-])([OH:17])=[O:16]. The catalyst is OS(O)(=O)=O.O. The product is [F:1][C:2]1[C:3]([N+:15]([O-:17])=[O:16])=[C:4]([C:9]2[N:10]=[CH:11][CH:12]=[CH:13][N:14]=2)[CH:5]=[C:6]([F:8])[CH:7]=1. The yield is 1.00. (7) The reactants are [OH-].[Li+].[C:3]([C:5]1[CH:6]=[C:7]([CH:12]=[CH:13][N:14]=1)[C:8]([O:10]C)=[O:9])#[N:4]. The catalyst is C1COCC1.O. The product is [C:3]([C:5]1[CH:6]=[C:7]([CH:12]=[CH:13][N:14]=1)[C:8]([OH:10])=[O:9])#[N:4]. The yield is 0.890. (8) The reactants are [CH3:1][O:2][C:3]1[CH:4]=[CH:5][C:6]([CH3:9])=[N:7][CH:8]=1.[O-:10][Mn](=O)(=O)=O.[K+].[C:16]([O-])([O-])=[O:17].[K+].[K+].CI. The catalyst is O.CN(C=O)C. The product is [CH3:16][O:17][C:9]([C:6]1[CH:5]=[CH:4][C:3]([O:2][CH3:1])=[CH:8][N:7]=1)=[O:10]. The yield is 0.220.